Task: Regression/Classification. Given a drug SMILES string, predict its absorption, distribution, metabolism, or excretion properties. Task type varies by dataset: regression for continuous measurements (e.g., permeability, clearance, half-life) or binary classification for categorical outcomes (e.g., BBB penetration, CYP inhibition). Dataset: cyp1a2_veith.. Dataset: CYP1A2 inhibition data for predicting drug metabolism from PubChem BioAssay The drug is CCCCC(=O)Nc1nnc(SCC(=O)NC2CCCC2)s1. The result is 0 (non-inhibitor).